From a dataset of Forward reaction prediction with 1.9M reactions from USPTO patents (1976-2016). Predict the product of the given reaction. Given the reactants [CH2:1]([O:3][C:4]([C:6]1[N:11]=[C:10](Br)[C:9]2[N:13]=[C:14]([C:16]([CH3:19])([CH3:18])[CH3:17])[S:15][C:8]=2[C:7]=1[OH:20])=[O:5])[CH3:2].[CH:21](B(O)O)=[CH:22][C:23]1[CH:28]=[CH:27][CH:26]=[CH:25][CH:24]=1.C(=O)([O-])[O-].[Cs+].[Cs+], predict the reaction product. The product is: [CH2:1]([O:3][C:4]([C:6]1[N:11]=[C:10]([CH:21]=[CH:22][C:23]2[CH:28]=[CH:27][CH:26]=[CH:25][CH:24]=2)[C:9]2[N:13]=[C:14]([C:16]([CH3:19])([CH3:18])[CH3:17])[S:15][C:8]=2[C:7]=1[OH:20])=[O:5])[CH3:2].